From a dataset of Clinical trial toxicity outcomes and FDA approval status for drugs. Regression/Classification. Given a drug SMILES string, predict its toxicity properties. Task type varies by dataset: regression for continuous values (e.g., LD50, hERG inhibition percentage) or binary classification for toxic/non-toxic outcomes (e.g., AMES mutagenicity, cardiotoxicity, hepatotoxicity). Dataset: clintox. The molecule is CC(=O)c1ccc(S(=O)(=O)[N-]C(=O)NC2CCCCC2)cc1. The result is 0 (passed clinical trial).